Dataset: Forward reaction prediction with 1.9M reactions from USPTO patents (1976-2016). Task: Predict the product of the given reaction. (1) Given the reactants [Cl:1][C:2]1[CH:3]=[C:4]([OH:8])[CH:5]=[CH:6][CH:7]=1.[H-].[Na+].Cl[C:12]1[C:17]2[N:18]=[CH:19][N:20]([CH3:21])[C:16]=2[C:15]([C:22]([O:24]CC)=[O:23])=[CH:14][N:13]=1, predict the reaction product. The product is: [ClH:1].[Cl:1][C:2]1[CH:3]=[C:4]([O:8][C:12]2[C:17]3[N:18]=[CH:19][N:20]([CH3:21])[C:16]=3[C:15]([C:22]([OH:24])=[O:23])=[CH:14][N:13]=2)[CH:5]=[CH:6][CH:7]=1. (2) The product is: [Br:1][C:2]1[CH:7]=[CH:6][C:5]([C:8]([C:10]2[CH:15]=[CH:14][C:13]([O:25][CH3:24])=[CH:12][CH:11]=2)=[CH2:9])=[CH:4][CH:3]=1. Given the reactants [Br:1][C:2]1[CH:7]=[CH:6][C:5]([C:8]([C:10]2[CH:15]=[CH:14][C:13](N(C)C)=[CH:12][CH:11]=2)=[CH2:9])=[CH:4][CH:3]=1.BrC1C=CC([C:24](C2C=CC(OC)=CC=2)=[O:25])=CC=1.C[Mg]Br, predict the reaction product. (3) Given the reactants [Cl:1][C:2]1[C:3]([OH:16])=[C:4]([CH:9]=[CH:10][C:11]=1[C:12]([F:15])([F:14])[F:13])[C:5]([O:7][CH3:8])=[O:6].[Br:17]N1C(=O)CCC1=O.O, predict the reaction product. The product is: [Br:17][C:10]1[C:11]([C:12]([F:14])([F:15])[F:13])=[C:2]([Cl:1])[C:3]([OH:16])=[C:4]([CH:9]=1)[C:5]([O:7][CH3:8])=[O:6]. (4) Given the reactants FC(F)(F)S(O[C:7]1[CH2:13][CH2:12][CH2:11][C:10]2[CH:14]=[C:15]([O:18][CH3:19])[CH:16]=[CH:17][C:9]=2[CH:8]=1)(=O)=O.COC1C=CC2C=C([Sn](C)(C)C)CCCC=2C=1.[CH2:39]([O:46][C:47]1[CH:61]=[CH:60][C:50]([CH2:51][N:52]2[C:57](Br)=[CH:56][CH:55]=[CH:54][C:53]2=[O:59])=[CH:49][CH:48]=1)[C:40]1[CH:45]=[CH:44][CH:43]=[CH:42][CH:41]=1, predict the reaction product. The product is: [CH2:39]([O:46][C:47]1[CH:61]=[CH:60][C:50]([CH2:51][N:52]2[C:57]([C:7]3[CH2:13][CH2:12][CH2:11][C:10]4[CH:14]=[C:15]([O:18][CH3:19])[CH:16]=[CH:17][C:9]=4[CH:8]=3)=[CH:56][CH:55]=[CH:54][C:53]2=[O:59])=[CH:49][CH:48]=1)[C:40]1[CH:41]=[CH:42][CH:43]=[CH:44][CH:45]=1.